Dataset: Reaction yield outcomes from USPTO patents with 853,638 reactions. Task: Predict the reaction yield, written as a fraction of the theoretical maximum amount of product (1.0 means a 100% yield; for example, 0.34 means a 34% yield). The reactants are [C:1]([C:4]1[CH:5]=[C:6]2[C:11](=[CH:12][C:13]=1[C:14]([F:17])([F:16])[F:15])[NH:10][C:9](=[O:18])[N:8]([NH:19][S:20]([CH3:23])(=[O:22])=[O:21])[C:7]2=[O:24])(=[O:3])[CH3:2].CO.[BH4-].[Na+]. The catalyst is C1COCC1. The product is [OH:3][CH:1]([C:4]1[CH:5]=[C:6]2[C:11](=[CH:12][C:13]=1[C:14]([F:16])([F:15])[F:17])[NH:10][C:9](=[O:18])[N:8]([NH:19][S:20]([CH3:23])(=[O:21])=[O:22])[C:7]2=[O:24])[CH3:2]. The yield is 0.730.